From a dataset of Reaction yield outcomes from USPTO patents with 853,638 reactions. Predict the reaction yield, written as a fraction of the theoretical maximum amount of product (1.0 means a 100% yield; for example, 0.34 means a 34% yield). (1) The yield is 0.850. The catalyst is CN1CCCC1=O. The reactants are C(=O)([O-])[O-].[K+].[K+].[N+:7]([C:10]1[CH:11]=[C:12]([OH:16])[CH:13]=[CH:14][CH:15]=1)([O-:9])=[O:8].Br[CH2:18][CH2:19][CH2:20][CH2:21][CH2:22][C:23]1[CH:28]=[CH:27][CH:26]=[CH:25][CH:24]=1.[I-].[K+]. The product is [N+:7]([C:10]1[CH:15]=[CH:14][CH:13]=[C:12]([O:16][CH2:18][CH2:19][CH2:20][CH2:21][CH2:22][C:23]2[CH:28]=[CH:27][CH:26]=[CH:25][CH:24]=2)[CH:11]=1)([O-:9])=[O:8]. (2) The reactants are [CH2:1]([O:8][C:9]1[CH:14]=[CH:13][C:12]([CH2:15][CH2:16][CH2:17][C:18]([O:20][CH3:21])=[O:19])=[CH:11][CH:10]=1)[C:2]1[CH:7]=[CH:6][CH:5]=[CH:4][CH:3]=1.[Li+].CC([N-]C(C)C)C.Br[CH2:31][C:32]#[C:33][C:34]1[C:43]2[C:38](=[CH:39][CH:40]=[CH:41][CH:42]=2)[CH:37]=[CH:36][CH:35]=1.Cl. The catalyst is C1COCC1.O. The product is [CH2:1]([O:8][C:9]1[CH:14]=[CH:13][C:12]([CH2:15][CH2:16][CH:17]([CH2:31][C:32]#[C:33][C:34]2[C:43]3[C:38](=[CH:39][CH:40]=[CH:41][CH:42]=3)[CH:37]=[CH:36][CH:35]=2)[C:18]([O:20][CH3:21])=[O:19])=[CH:11][CH:10]=1)[C:2]1[CH:3]=[CH:4][CH:5]=[CH:6][CH:7]=1. The yield is 0.400.